Dataset: Reaction yield outcomes from USPTO patents with 853,638 reactions. Task: Predict the reaction yield, written as a fraction of the theoretical maximum amount of product (1.0 means a 100% yield; for example, 0.34 means a 34% yield). (1) The reactants are [C:1]([C:4]1[C:9]2[CH:10]=[CH:11][CH:12]=[C:13]([F:14])[C:8]=2[C:7](=[O:15])[O:6][C:5]=1[NH:16][C@@H:17]([CH:25]1[CH2:27][CH2:26]1)[C:18]1[CH:23]=[CH:22][CH:21]=[C:20]([F:24])[CH:19]=1)(=[O:3])[CH3:2].[OH-:28].[Na+]. The catalyst is O1CCCC1.CO. The product is [CH:25]1([C@H:17]([NH:16][C:5]([CH:4]([C:9]2[CH:10]=[CH:11][CH:12]=[C:13]([F:14])[C:8]=2[C:7]([OH:6])=[O:15])[C:1](=[O:3])[CH3:2])=[O:28])[C:18]2[CH:23]=[CH:22][CH:21]=[C:20]([F:24])[CH:19]=2)[CH2:27][CH2:26]1. The yield is 0.977. (2) The reactants are [F:1][C:2]1[CH:3]=[C:4]([CH:32]([OH:34])[CH3:33])[CH:5]=[CH:6][C:7]=1[N:8]1[CH2:13][CH2:12][N:11]([C:14]([C:16]2[CH:21]=[C:20]([S:22]([CH3:25])(=[O:24])=[O:23])[CH:19]=[CH:18][C:17]=2[N:26]2[CH2:31][CH2:30][CH2:29][CH2:28][CH2:27]2)=[O:15])[CH2:10][CH2:9]1.[H-].[Na+].[CH3:37]I. The catalyst is CN(C)C=O. The product is [F:1][C:2]1[CH:3]=[C:4]([CH:32]([O:34][CH3:37])[CH3:33])[CH:5]=[CH:6][C:7]=1[N:8]1[CH2:13][CH2:12][N:11]([C:14]([C:16]2[CH:21]=[C:20]([S:22]([CH3:25])(=[O:23])=[O:24])[CH:19]=[CH:18][C:17]=2[N:26]2[CH2:31][CH2:30][CH2:29][CH2:28][CH2:27]2)=[O:15])[CH2:10][CH2:9]1. The yield is 0.890.